Dataset: Full USPTO retrosynthesis dataset with 1.9M reactions from patents (1976-2016). Task: Predict the reactants needed to synthesize the given product. (1) Given the product [CH3:36][C@H:33]1[CH2:34][CH2:35][C@H:30]([CH2:29][N:14]2[C:5]3[C:6]([C:8]4[CH:13]=[N:12][CH:11]=[CH:10][N:9]=4)=[N:7][C:2]([C:37]#[N:38])=[CH:3][C:4]=3[N:16]=[C:15]2[N:17]2[CH2:22][CH2:21][O:20][CH2:19][C@H:18]2[C:23]2[CH:28]=[CH:27][CH:26]=[CH:25][CH:24]=2)[CH2:31][CH2:32]1, predict the reactants needed to synthesize it. The reactants are: Cl[C:2]1[N:7]=[C:6]([C:8]2[CH:13]=[N:12][CH:11]=[CH:10][N:9]=2)[C:5]2[N:14]([CH2:29][C@H:30]3[CH2:35][CH2:34][C@H:33]([CH3:36])[CH2:32][CH2:31]3)[C:15]([N:17]3[CH2:22][CH2:21][O:20][CH2:19][C@H:18]3[C:23]3[CH:28]=[CH:27][CH:26]=[CH:25][CH:24]=3)=[N:16][C:4]=2[CH:3]=1.[CH3:37][N:38](C=O)C. (2) Given the product [NH2:26][C:2]1[C:3]2[C:10]([C:11]([C:13]3[CH:18]=[CH:17][CH:16]=[C:15]([NH2:19])[C:14]=3[CH3:22])=[O:12])=[CH:9][N:8]([CH:23]([CH3:25])[CH3:24])[C:4]=2[N:5]=[CH:6][N:7]=1, predict the reactants needed to synthesize it. The reactants are: Cl[C:2]1[C:3]2[C:10]([C:11]([C:13]3[CH:18]=[CH:17][CH:16]=[C:15]([N+:19]([O-])=O)[C:14]=3[CH3:22])=[O:12])=[CH:9][N:8]([CH:23]([CH3:25])[CH3:24])[C:4]=2[N:5]=[CH:6][N:7]=1.[NH2:26]C1C2C(C(C3C=CC=C(N)C=3)=O)=CN(C3CCCC3)C=2N=CN=1. (3) Given the product [CH3:1][C:2]1([CH3:16])[CH2:11][CH2:10][C:9]2[C:4](=[CH:5][CH:6]=[C:7]([S:12]([NH:23][C:21]3[N:20]([C:24]4[CH:33]=[CH:32][CH:31]=[C:30]5[C:25]=4[CH:26]=[CH:27][CH:28]=[N:29]5)[N:19]=[C:18]([CH3:17])[CH:22]=3)(=[O:14])=[O:13])[CH:8]=2)[O:3]1, predict the reactants needed to synthesize it. The reactants are: [CH3:1][C:2]1([CH3:16])[CH2:11][CH2:10][C:9]2[C:4](=[CH:5][CH:6]=[C:7]([S:12](Cl)(=[O:14])=[O:13])[CH:8]=2)[O:3]1.[CH3:17][C:18]1[CH:22]=[C:21]([NH2:23])[N:20]([C:24]2[CH:33]=[CH:32][CH:31]=[C:30]3[C:25]=2[CH:26]=[CH:27][CH:28]=[N:29]3)[N:19]=1.ClCCl. (4) The reactants are: C([N:8]1[CH2:13][CH2:12][CH2:11][C:10](=[O:14])[CH2:9]1)(OC(C)(C)C)=O.[CH2:15](O)[CH2:16][OH:17].O.C1(C)C=CC(S(O)(=O)=O)=CC=1.C([O-])(O)=O.[Na+]. Given the product [O:14]1[C:10]2([CH2:11][CH2:12][CH2:13][NH:8][CH2:9]2)[O:17][CH2:16][CH2:15]1, predict the reactants needed to synthesize it. (5) Given the product [F:20][C:15]1[CH:16]=[CH:17][CH:18]=[CH:19][C:14]=1[C@H:9]1[C:1]([C:3]2[CH:24]=[CH:23][C:22]([F:21])=[CH:27][CH:26]=2)([C:4]2[CH:17]=[CH:16][C:15]([F:20])=[CH:14][CH:9]=2)[O:5][C:6](=[O:7])[NH:8]1, predict the reactants needed to synthesize it. The reactants are: [C:1]([O:5][C:6]([NH:8][CH:9]([C:14]1[CH:19]=[CH:18][CH:17]=[CH:16][C:15]=1[F:20])C(OC)=O)=[O:7])([CH3:4])([CH3:3])C.[F:21][C:22]1[CH:27]=[CH:26]C([Mg]Br)=[CH:24][CH:23]=1. (6) Given the product [CH3:30][O:29][C:26]1[CH:27]=[CH:28][C:23]([C:20]2[CH:21]=[CH:22][C:17]3[N:18]([C:33]([C:32]([O:13][CH2:12][CH3:10])=[O:31])=[N:16][N:15]=3)[N:19]=2)=[CH:24][CH:25]=1, predict the reactants needed to synthesize it. The reactants are: C(N(CC)CC)C.CC[C:10]([C:12](Cl)=[O:13])=O.[NH:15]([C:17]1[N:18]=[N:19][C:20]([C:23]2[CH:28]=[CH:27][C:26]([O:29][CH3:30])=[CH:25][CH:24]=2)=[CH:21][CH:22]=1)[NH2:16].[O:31]1CCO[CH2:33][CH2:32]1.